From a dataset of Full USPTO retrosynthesis dataset with 1.9M reactions from patents (1976-2016). Predict the reactants needed to synthesize the given product. (1) Given the product [CH2:1]([NH:8][C:9]([C:28]1([C:31]([OH:33])=[O:32])[CH2:29][CH2:30]1)([C:14]1[CH:19]=[CH:18][C:17]([O:20][CH2:21][CH2:22][CH2:23][C:24]([F:25])([F:26])[F:27])=[CH:16][CH:15]=1)[C:10]([F:13])([F:12])[F:11])[C:2]1[CH:7]=[CH:6][CH:5]=[CH:4][CH:3]=1, predict the reactants needed to synthesize it. The reactants are: [CH2:1]([NH:8][C:9]([C:28]1([C:31]([O:33]C)=[O:32])[CH2:30][CH2:29]1)([C:14]1[CH:19]=[CH:18][C:17]([O:20][CH2:21][CH2:22][CH2:23][C:24]([F:27])([F:26])[F:25])=[CH:16][CH:15]=1)[C:10]([F:13])([F:12])[F:11])[C:2]1[CH:7]=[CH:6][CH:5]=[CH:4][CH:3]=1.[I-].[Li+].Cl. (2) Given the product [Cl:16][C:17]1[N:18]=[CH:19][C:20]([NH:23][CH2:14][CH:11]2[CH2:12][CH2:13][N:8]([C:1]([O:3][C:4]([CH3:7])([CH3:6])[CH3:5])=[O:2])[CH2:9][CH2:10]2)=[CH:21][CH:22]=1, predict the reactants needed to synthesize it. The reactants are: [C:1]([N:8]1[CH2:13][CH2:12][CH:11]([CH:14]=O)[CH2:10][CH2:9]1)([O:3][C:4]([CH3:7])([CH3:6])[CH3:5])=[O:2].[Cl:16][C:17]1[CH:22]=[CH:21][C:20]([NH2:23])=[CH:19][N:18]=1.[BH3-]C#N.[Na+].